Predict the reaction yield, written as a fraction of the theoretical maximum amount of product (1.0 means a 100% yield; for example, 0.34 means a 34% yield). From a dataset of Reaction yield outcomes from USPTO patents with 853,638 reactions. (1) The reactants are Cl.O1CCOCC1.C(O[C:11](=[O:25])[CH2:12][NH:13][C:14]([NH:16][C:17]1[CH:22]=[CH:21][C:20]([Br:23])=[C:19]([CH3:24])[CH:18]=1)=[O:15])C. The catalyst is O1CCOCC1. The product is [Br:23][C:20]1[CH:21]=[CH:22][C:17]([N:16]2[C:11](=[O:25])[CH2:12][NH:13][C:14]2=[O:15])=[CH:18][C:19]=1[CH3:24]. The yield is 0.370. (2) The reactants are Cl[C:2]1[C:15]2[O:14][CH2:13][CH:12]3[N:7]([CH2:8][CH2:9][O:10][CH2:11]3)[C:6]=2[N:5]=[C:4]([Cl:16])[N:3]=1.[NH:17]1[CH2:22][CH2:21][O:20][CH2:19][CH2:18]1.C(N(CC)CC)C. No catalyst specified. The product is [Cl:16][C:4]1[N:3]=[C:2]([N:17]2[CH2:22][CH2:21][O:20][CH2:19][CH2:18]2)[C:15]2[O:14][CH2:13][CH:12]3[N:7]([C:6]=2[N:5]=1)[CH2:8][CH2:9][O:10][CH2:11]3. The yield is 0.380.